From a dataset of Peptide-MHC class I binding affinity with 185,985 pairs from IEDB/IMGT. Regression. Given a peptide amino acid sequence and an MHC pseudo amino acid sequence, predict their binding affinity value. This is MHC class I binding data. (1) The peptide sequence is RAIEAQQHL. The MHC is HLA-A30:01 with pseudo-sequence HLA-A30:01. The binding affinity (normalized) is 0.456. (2) The peptide sequence is DMEISAYRKL. The MHC is HLA-A02:01 with pseudo-sequence HLA-A02:01. The binding affinity (normalized) is 0. (3) The peptide sequence is FLGSHSEPL. The MHC is HLA-A24:03 with pseudo-sequence HLA-A24:03. The binding affinity (normalized) is 0.0847. (4) The peptide sequence is AVNPGLLET. The MHC is HLA-A68:02 with pseudo-sequence HLA-A68:02. The binding affinity (normalized) is 0.